From a dataset of Reaction yield outcomes from USPTO patents with 853,638 reactions. Predict the reaction yield, written as a fraction of the theoretical maximum amount of product (1.0 means a 100% yield; for example, 0.34 means a 34% yield). (1) The reactants are [CH:1]([NH:4]C(C)C)(C)C.C([Li])CCC.[F:13][C:14]1[CH:19]=[C:18](I)[CH:17]=[CH:16][C:15]=1[CH2:21][C:22]([O:24][CH3:25])=[O:23].[CH3:56][O:55][C:52]1[CH:51]=[CH:50][C:49]([N:48]2[C:44]([C:42](O[C:42]([C:44]3[N:48]([C:49]4[CH:54]=[CH:53][C:52]([O:55][CH3:56])=[CH:51][CH:50]=4)[N:47]=[C:46]([C:57]([F:60])([F:59])[F:58])[CH:45]=3)=[O:43])=[O:43])=[CH:45][C:46]([C:57]([F:60])([F:59])[F:58])=[N:47]2)=[CH:54][CH:53]=1.Cl.[O:66]1[CH2:70][CH2:69][CH2:68][CH2:67]1. The catalyst is CN(C)P(N(C)C)(N(C)C)=O. The product is [F:13][C:14]1[CH:19]=[C:18]([N:4]2[CH:1]=[CH:70][CH:69]=[CH:68][C:67]2=[O:66])[CH:17]=[CH:16][C:15]=1[CH:21]([C:42]([C:44]1[N:48]([C:49]2[CH:50]=[CH:51][C:52]([O:55][CH3:56])=[CH:53][CH:54]=2)[N:47]=[C:46]([C:57]([F:58])([F:60])[F:59])[CH:45]=1)=[O:43])[C:22]([O:24][CH3:25])=[O:23]. The yield is 0.490. (2) The reactants are BrC1C=C[C:5](NCC(OC)=O)=[N:6]C=1.[F:14][C:15]1[CH:23]=[CH:22][CH:21]=[C:20]2[C:16]=1[C:17]([CH:25]=O)=[CH:18][N:19]2[CH3:24].CN1C2C(=CC=CC=2)C(C)=C1C=O. No catalyst specified. The product is [F:14][C:15]1[CH:23]=[CH:22][CH:21]=[C:20]2[C:16]=1[C:17]([CH2:25][NH:6][CH3:5])=[CH:18][N:19]2[CH3:24]. The yield is 0.770. (3) The reactants are [C:1]([C:3]1[C:4]([C:20]([F:23])([F:22])[F:21])=[C:5]2[C:9](=[CH:10][CH:11]=1)[N:8]([CH2:12][C:13](=[NH:16])[NH:14][OH:15])[C:7]([CH2:17][CH2:18][CH3:19])=[CH:6]2)#[N:2].[Cl:24][C:25]1[C:26]([F:38])=[C:27]([CH:31]=[C:32]([C:34]([F:37])([F:36])[F:35])[CH:33]=1)[C:28](Cl)=O.C(N(CC)C(C)C)(C)C. The catalyst is C(#N)C. The product is [Cl:24][C:25]1[C:26]([F:38])=[C:27]([C:28]2[O:15][N:14]=[C:13]([CH2:12][N:8]3[C:9]4[C:5](=[C:4]([C:20]([F:22])([F:23])[F:21])[C:3]([C:1]#[N:2])=[CH:11][CH:10]=4)[CH:6]=[C:7]3[CH2:17][CH2:18][CH3:19])[N:16]=2)[CH:31]=[C:32]([C:34]([F:36])([F:37])[F:35])[CH:33]=1. The yield is 0.400.